From a dataset of Forward reaction prediction with 1.9M reactions from USPTO patents (1976-2016). Predict the product of the given reaction. (1) Given the reactants [CH3:1][N:2]([S:20]([C:23]1[S:24][CH:25]=[CH:26][CH:27]=1)(=[O:22])=[O:21])[C:3]1[CH:4]=[C:5]([O:15][C:16]([F:19])([F:18])[F:17])[CH:6]=[C:7]2[C:11]=1[NH:10][C:9]([C:12](O)=[O:13])=[CH:8]2.[CH2:28]([S:35][CH:36]([CH:39]([O:42][CH3:43])[O:40][CH3:41])[CH2:37][NH2:38])[C:29]1[CH:34]=[CH:33][CH:32]=[CH:31][CH:30]=1.C(N(C(C)C)CC)(C)C.F[P-](F)(F)(F)(F)F.N1(OC(N(C)C)=[N+](C)C)C2N=CC=CC=2N=N1, predict the reaction product. The product is: [CH2:28]([S:35][CH:36]([CH:39]([O:40][CH3:41])[O:42][CH3:43])[CH2:37][NH:38][C:12]([C:9]1[NH:10][C:11]2[C:7]([CH:8]=1)=[CH:6][C:5]([O:15][C:16]([F:17])([F:19])[F:18])=[CH:4][C:3]=2[N:2]([CH3:1])[S:20]([C:23]1[S:24][CH:25]=[CH:26][CH:27]=1)(=[O:21])=[O:22])=[O:13])[C:29]1[CH:34]=[CH:33][CH:32]=[CH:31][CH:30]=1. (2) The product is: [O:16]=[C:15]1[N:14]2[C@@H:10]([CH2:11][CH2:12][CH2:13]2)[C:9]2[N:17]=[C:18]([CH2:19][CH2:20][C:21]3[CH:26]=[CH:25][C:24]([C:27]([F:30])([F:29])[F:28])=[CH:23][CH:22]=3)[C:6]([C:4]([O:3][CH2:1][CH3:2])=[O:5])=[C:7]([C:31]3[CH:39]=[CH:38][C:34]([C:35]([NH:48][C@@H:46]([C:43]4[CH:44]=[CH:45][N:40]=[CH:41][CH:42]=4)[CH3:47])=[O:37])=[CH:33][CH:32]=3)[C:8]1=2. Given the reactants [CH2:1]([O:3][C:4]([C:6]1[C:18]([CH2:19][CH2:20][C:21]2[CH:26]=[CH:25][C:24]([C:27]([F:30])([F:29])[F:28])=[CH:23][CH:22]=2)=[N:17][C:9]2[C@H:10]3[N:14]([C:15](=[O:16])[C:8]=2[C:7]=1[C:31]1[CH:39]=[CH:38][C:34]([C:35]([OH:37])=O)=[CH:33][CH:32]=1)[CH2:13][CH2:12][CH2:11]3)=[O:5])[CH3:2].[N:40]1[CH:45]=[CH:44][C:43]([C@H:46]([NH2:48])[CH3:47])=[CH:42][CH:41]=1.C1C=CC2N(O)N=NC=2C=1.C(Cl)CCl, predict the reaction product.